This data is from Forward reaction prediction with 1.9M reactions from USPTO patents (1976-2016). The task is: Predict the product of the given reaction. (1) Given the reactants Cl[C:2]1[CH:7]=[CH:6][N:5]=[C:4]2[CH:8]=[C:9]([C:11]([N:13]3[CH2:17][CH2:16][C@@H:15]([OH:18])[CH2:14]3)=[O:12])[S:10][C:3]=12.[CH3:19][NH:20][C:21]([C:23]1[C:31]2[C:26](=[CH:27][C:28]([OH:32])=[CH:29][CH:30]=2)[N:25]([CH3:33])[C:24]=1[CH2:34][CH3:35])=[O:22].C([O-])([O-])=O.[Cs+].[Cs+], predict the reaction product. The product is: [CH3:19][NH:20][C:21]([C:23]1[C:31]2[C:26](=[CH:27][C:28]([O:32][C:2]3[CH:7]=[CH:6][N:5]=[C:4]4[CH:8]=[C:9]([C:11]([N:13]5[CH2:17][CH2:16][CH:15]([OH:18])[CH2:14]5)=[O:12])[S:10][C:3]=34)=[CH:29][CH:30]=2)[N:25]([CH3:33])[C:24]=1[CH2:34][CH3:35])=[O:22]. (2) Given the reactants Br[CH:2]=[CH:3]Br.[O:5]1[CH2:10][CH2:9][N:8]([CH2:11][CH2:12][NH2:13])[CH2:7][CH2:6]1.[Cl:14][C:15]1[CH:20]=[CH:19][C:18]([C@@H:21]2[C@:23]3([C:31]4[C:26](=[CH:27][CH:28]=[CH:29][CH:30]=4)[NH:25][C:24]3=[O:32])[CH2:22]2)=[CH:17][CH:16]=1, predict the reaction product. The product is: [Cl:14][C:15]1[CH:16]=[CH:17][C:18]([C@H:21]2[C@@:23]3([C:31]4[C:26](=[CH:27][CH:28]=[CH:29][CH:30]=4)[N:25]([CH2:2][CH2:3][NH:13][CH2:12][CH2:11][N:8]4[CH2:9][CH2:10][O:5][CH2:6][CH2:7]4)[C:24]3=[O:32])[CH2:22]2)=[CH:19][CH:20]=1.